Task: Predict the product of the given reaction.. Dataset: Forward reaction prediction with 1.9M reactions from USPTO patents (1976-2016) (1) Given the reactants [Cl:1][C:2]1[CH:7]=[CH:6][C:5]([C@@H:8]2[CH2:12][N:11]([C:13]3[CH:18]=[CH:17][CH2:16][NH:15][N:14]=3)[CH2:10][C@H:9]2[C:19]([O:21]C)=[O:20])=[CH:4][CH:3]=1.ClC1C=CC([C@@H]2CN(C3C=CCNN=3)C[C@H]2C([O-])=O)=CC=1, predict the reaction product. The product is: [Cl:1][C:2]1[CH:7]=[CH:6][C:5]([C@@H:8]2[CH2:12][N:11]([C:13]3[CH:18]=[CH:17][CH2:16][NH:15][N:14]=3)[CH2:10][C@H:9]2[C:19]([OH:21])=[O:20])=[CH:4][CH:3]=1. (2) Given the reactants [CH:1]1([N:5]([C@@H:13]2[CH2:15][C@H:14]2[C:16]2[S:17][CH:18]=[C:19]([C:21](=[O:29])[NH:22][C:23]3[S:24][C:25]([CH3:28])=[N:26][N:27]=3)[CH:20]=2)C(=O)OC(C)(C)C)[CH2:4][CH2:3][CH2:2]1.[ClH:30].C(OCC)(=O)C, predict the reaction product. The product is: [ClH:30].[ClH:30].[CH:1]1([NH:5][C@@H:13]2[CH2:15][C@H:14]2[C:16]2[S:17][CH:18]=[C:19]([C:21]([NH:22][C:23]3[S:24][C:25]([CH3:28])=[N:26][N:27]=3)=[O:29])[CH:20]=2)[CH2:2][CH2:3][CH2:4]1. (3) Given the reactants [CH2:1]([O:5][C:6]1[CH:11]=[CH:10][C:9]([S:12](Cl)(=[O:14])=[O:13])=[CH:8][CH:7]=1)[CH:2]([CH3:4])[CH3:3].[CH3:16][C:17]1[CH:21]=[C:20]([NH2:22])[N:19]([C:23]2[CH:32]=[CH:31][CH:30]=[C:29]3[C:24]=2[CH:25]=[CH:26][CH:27]=[N:28]3)[N:18]=1.C(=O)(O)[O-].[Na+], predict the reaction product. The product is: [CH2:1]([O:5][C:6]1[CH:11]=[CH:10][C:9]([S:12]([NH:22][C:20]2[N:19]([C:23]3[CH:32]=[CH:31][CH:30]=[C:29]4[C:24]=3[CH:25]=[CH:26][CH:27]=[N:28]4)[N:18]=[C:17]([CH3:16])[CH:21]=2)(=[O:14])=[O:13])=[CH:8][CH:7]=1)[CH:2]([CH3:4])[CH3:3]. (4) Given the reactants [Cl:1][C:2]1[C:7]([C:8]2([C:11]#[N:12])[CH2:10][CH2:9]2)=[CH:6][CH:5]=[C:4]([Cl:13])[N:3]=1.[H-].C([Al+]CC(C)C)C(C)C.[BH4-].[Na+].CO, predict the reaction product. The product is: [Cl:1][C:2]1[C:7]([C:8]2([CH2:11][NH2:12])[CH2:9][CH2:10]2)=[CH:6][CH:5]=[C:4]([Cl:13])[N:3]=1. (5) Given the reactants [C:1]([O:5][C:6]([N:8]1[CH2:13][CH2:12][N:11]([C:14]2[N:22]([CH2:23][C:24]#[C:25][CH3:26])[C:21]3[C:20](=[O:27])[N:19]([CH2:28][O:29][C:30](=[O:35])[C:31]([CH3:34])([CH3:33])[CH3:32])[C:18](=[O:36])[N:17](COC(=O)C(C)(C)C)[C:16]=3[N:15]=2)[CH2:10][CH2:9]1)=[O:7])([CH3:4])([CH3:3])[CH3:2], predict the reaction product. The product is: [C:1]([O:5][C:6]([N:8]1[CH2:13][CH2:12][N:11]([C:14]2[N:22]([CH2:23][C:24]#[C:25][CH3:26])[C:21]3[C:20](=[O:27])[N:19]([CH2:28][O:29][C:30](=[O:35])[C:31]([CH3:34])([CH3:33])[CH3:32])[C:18](=[O:36])[NH:17][C:16]=3[N:15]=2)[CH2:10][CH2:9]1)=[O:7])([CH3:3])([CH3:2])[CH3:4]. (6) Given the reactants [CH2:1]([O:8][C:9]1[C:10]([C:23](O)=[O:24])=[N:11][CH:12]=[C:13]([O:15][CH2:16][C:17]2[CH:22]=[CH:21][CH:20]=[CH:19][CH:18]=2)[CH:14]=1)[C:2]1[CH:7]=[CH:6][CH:5]=[CH:4][CH:3]=1.[CH3:26]N(C)CCCN=C=NCC.ON1C2C=CC=CC=2N=N1.[NH2:47][C:48]([CH3:53])([CH3:52])[C:49]([OH:51])=[O:50], predict the reaction product. The product is: [CH3:26][O:50][C:49](=[O:51])[C:48]([NH:47][C:23]([C:10]1[C:9]([O:8][CH2:1][C:2]2[CH:7]=[CH:6][CH:5]=[CH:4][CH:3]=2)=[CH:14][C:13]([O:15][CH2:16][C:17]2[CH:18]=[CH:19][CH:20]=[CH:21][CH:22]=2)=[CH:12][N:11]=1)=[O:24])([CH3:53])[CH3:52]. (7) The product is: [OH:1][C:2]1[C:7]([C:8]([NH:10][CH:11]([C:26]2[CH:31]=[CH:30][C:29]([O:32][CH3:33])=[CH:28][CH:27]=2)[C:12]2[CH:13]=[CH:14][C:15]([P:18](=[O:19])([OH:22])[OH:25])=[CH:16][CH:17]=2)=[O:9])=[CH:6][N:5]=[C:4]([C:34]2[CH:39]=[CH:38][CH:37]=[CH:36][N:35]=2)[N:3]=1. Given the reactants [OH:1][C:2]1[C:7]([C:8]([NH:10][CH:11]([C:26]2[CH:31]=[CH:30][C:29]([O:32][CH3:33])=[CH:28][CH:27]=2)[C:12]2[CH:17]=[CH:16][C:15]([P:18](=[O:25])([O:22]CC)[O:19]CC)=[CH:14][CH:13]=2)=[O:9])=[CH:6][N:5]=[C:4]([C:34]2[CH:39]=[CH:38][CH:37]=[CH:36][N:35]=2)[N:3]=1.C[Si](Br)(C)C, predict the reaction product. (8) Given the reactants [NH:1]1[CH2:6][CH2:5][CH2:4][CH2:3][CH:2]1[CH2:7][OH:8].[NH2:9][C:10]1[CH:17]=[CH:16][CH:15]=[C:14](F)[C:11]=1[C:12]#[N:13], predict the reaction product. The product is: [NH2:9][C:10]1[CH:17]=[CH:16][CH:15]=[C:14]([O:8][CH2:7][CH:2]2[CH2:3][CH2:4][CH2:5][CH2:6][NH:1]2)[C:11]=1[C:12]#[N:13]. (9) Given the reactants Cl[C:2]1[N:7]=[C:6]([N:8]2[CH:12]=[C:11]([CH2:13][N:14]3[CH2:18][CH2:17][C@@H:16]([OH:19])[CH2:15]3)[C:10]([CH3:20])=[N:9]2)[CH:5]=[CH:4][N:3]=1.[Cl:21][C:22]1[C:30]2[C:25](=[CH:26][CH:27]=[C:28]([NH2:31])[CH:29]=2)[N:24]([CH:32]2[CH2:34][CH2:33]2)[CH:23]=1.C(=O)([O-])[O-].[K+].[K+].CC1(C)C2C(=C(P(C3C=CC=CC=3)C3C=CC=CC=3)C=CC=2)OC2C(P(C3C=CC=CC=3)C3C=CC=CC=3)=CC=CC1=2, predict the reaction product. The product is: [Cl:21][C:22]1[C:30]2[C:25](=[CH:26][CH:27]=[C:28]([NH:31][C:2]3[N:7]=[C:6]([N:8]4[CH:12]=[C:11]([CH2:13][N:14]5[CH2:18][CH2:17][C@@H:16]([OH:19])[CH2:15]5)[C:10]([CH3:20])=[N:9]4)[CH:5]=[CH:4][N:3]=3)[CH:29]=2)[N:24]([CH:32]2[CH2:34][CH2:33]2)[CH:23]=1.